Dataset: Peptide-MHC class I binding affinity with 185,985 pairs from IEDB/IMGT. Task: Regression. Given a peptide amino acid sequence and an MHC pseudo amino acid sequence, predict their binding affinity value. This is MHC class I binding data. The peptide sequence is APSPYNSRF. The MHC is HLA-B07:02 with pseudo-sequence HLA-B07:02. The binding affinity (normalized) is 0.808.